This data is from Forward reaction prediction with 1.9M reactions from USPTO patents (1976-2016). The task is: Predict the product of the given reaction. Given the reactants [CH3:1][NH:2][CH2:3][CH2:4][O:5][CH2:6][CH2:7][O:8][CH2:9][CH2:10][O:11][CH2:12][CH2:13][C:14]([O:16][C:17]([CH3:20])([CH3:19])[CH3:18])=[O:15].C(=O)([O-])[O-].[K+].[K+].[I-].[K+].[F:29][C:30]([F:71])([F:70])[C:31]1[CH:32]=[C:33]([CH:67]=[CH:68][CH:69]=1)[CH2:34][NH:35][C:36](=[O:66])[C:37]1[CH:42]=[CH:41][N:40]=[C:39]([C:43]2[CH:48]=[C:47]([N:49]3[CH2:54][CH2:53][CH2:52][CH2:51][CH2:50]3)[CH:46]=[CH:45][C:44]=2[NH:55][C:56](=[O:65])[C:57]2[CH:62]=[CH:61][CH:60]=[C:59]([CH2:63]Br)[CH:58]=2)[CH:38]=1, predict the reaction product. The product is: [F:29][C:30]([F:71])([F:70])[C:31]1[CH:32]=[C:33]([CH:67]=[CH:68][CH:69]=1)[CH2:34][NH:35][C:36]([C:37]1[CH:42]=[CH:41][N:40]=[C:39]([C:43]2[CH:48]=[C:47]([N:49]3[CH2:54][CH2:53][CH2:52][CH2:51][CH2:50]3)[CH:46]=[CH:45][C:44]=2[NH:55][C:56]([C:57]2[CH:58]=[C:59]([CH:60]=[CH:61][CH:62]=2)[CH2:63][N:2]([CH3:1])[CH2:3][CH2:4][O:5][CH2:6][CH2:7][O:8][CH2:9][CH2:10][O:11][CH2:12][CH2:13][C:14]([O:16][C:17]([CH3:19])([CH3:18])[CH3:20])=[O:15])=[O:65])[CH:38]=1)=[O:66].